From a dataset of Full USPTO retrosynthesis dataset with 1.9M reactions from patents (1976-2016). Predict the reactants needed to synthesize the given product. (1) Given the product [NH2:2][C:3]1[C:4]2[C:14]([O:15][CH2:16][C:17]([NH:20][C:27](=[O:28])[C:26]3[CH:30]=[CH:31][N:32]=[C:24]([N:23]([CH3:22])[CH3:33])[CH:25]=3)([CH3:18])[CH3:19])=[CH:13][CH:12]=[CH:11][C:5]=2[NH:6][S:7](=[O:10])(=[O:9])[N:8]=1, predict the reactants needed to synthesize it. The reactants are: Cl.[NH2:2][C:3]1[C:4]2[C:14]([O:15][CH2:16][C:17]([NH2:20])([CH3:19])[CH3:18])=[CH:13][CH:12]=[CH:11][C:5]=2[NH:6][S:7](=[O:10])(=[O:9])[N:8]=1.Cl.[CH3:22][N:23]([CH3:33])[C:24]1[CH:25]=[C:26]([CH:30]=[CH:31][N:32]=1)[C:27](O)=[O:28]. (2) The reactants are: [CH2:1]([O:3][C:4]1[N:5]([C:14]2[CH:19]=[CH:18][C:17]([O:20][CH2:21][C:22]([F:25])([F:24])[F:23])=[CH:16][CH:15]=2)[C:6](=[O:13])[C:7]2[CH:12]=[CH:11][NH:10][C:8]=2[N:9]=1)[CH3:2].[H-].[Na+].IC.[C:30](O)(=O)CC(CC(O)=O)(C(O)=O)O. Given the product [CH2:1]([O:3][C:4]1[N:5]([C:14]2[CH:15]=[CH:16][C:17]([O:20][CH2:21][C:22]([F:24])([F:25])[F:23])=[CH:18][CH:19]=2)[C:6](=[O:13])[C:7]2[CH:12]=[CH:11][N:10]([CH3:30])[C:8]=2[N:9]=1)[CH3:2], predict the reactants needed to synthesize it. (3) The reactants are: [C:1]1([CH2:7][CH2:8][CH2:9][Br:10])[CH:6]=[CH:5][CH:4]=[CH:3][CH:2]=1.[N+:11]([O-])([OH:13])=[O:12].CCCCCC.CCOC(C)=O. Given the product [N+:11]([C:4]1[CH:5]=[CH:6][C:1]([CH2:7][CH2:8][CH2:9][Br:10])=[CH:2][CH:3]=1)([O-:13])=[O:12], predict the reactants needed to synthesize it. (4) The reactants are: Cl[C:2]1[CH:7]=[C:6]([CH3:8])[C:5]([C:9](=[O:11])[CH3:10])=[C:4]([CH3:12])[CH:3]=1.[O-]P([O-])([O-])=O.[K+].[K+].[K+].[C:21]1([OH:27])[CH:26]=[CH:25][CH:24]=[CH:23][CH:22]=1.C(P(C(C)(C)C)C1C=CC=CC=1C1C=CC=CC=1)(C)(C)C. Given the product [CH3:8][C:6]1[CH:7]=[C:2]([O:27][C:21]2[CH:26]=[CH:25][CH:24]=[CH:23][CH:22]=2)[CH:3]=[C:4]([CH3:12])[C:5]=1[C:9](=[O:11])[CH3:10], predict the reactants needed to synthesize it. (5) Given the product [CH:31]([C:7]1[CH:12]=[CH:11][CH:10]=[C:9]([C:13]2[CH:18]=[CH:17][CH:16]=[C:15]([C:19]([O:21][CH3:22])=[O:20])[CH:14]=2)[C:8]=1[C:23]([O:25][CH3:26])=[O:24])=[CH2:32], predict the reactants needed to synthesize it. The reactants are: FC(F)(F)S(O[C:7]1[CH:12]=[CH:11][CH:10]=[C:9]([C:13]2[CH:18]=[CH:17][CH:16]=[C:15]([C:19]([O:21][CH3:22])=[O:20])[CH:14]=2)[C:8]=1[C:23]([O:25][CH3:26])=[O:24])(=O)=O.[Li+].[Cl-].[CH2:31](N(CC)CC)[CH3:32].C([Sn](CCCC)(CCCC)C=C)CCC. (6) Given the product [NH2:25][C:13]1[CH:12]=[C:11]([C@@H:10]([O:28][C:29](=[O:31])[CH3:30])[CH2:9][N:8]([CH2:1][C:2]2[CH:7]=[CH:6][CH:5]=[CH:4][CH:3]=2)[C:32]2([CH3:41])[CH2:33][C:34]3[C:39](=[CH:38][CH:37]=[CH:36][CH:35]=3)[CH2:40]2)[CH:16]=[CH:15][C:14]=1[O:17][CH2:18][C:19]1[CH:20]=[CH:21][CH:22]=[CH:23][CH:24]=1, predict the reactants needed to synthesize it. The reactants are: [CH2:1]([N:8]([C:32]1([CH3:41])[CH2:40][C:39]2[C:34](=[CH:35][CH:36]=[CH:37][CH:38]=2)[CH2:33]1)[CH2:9][C@H:10]([O:28][C:29](=[O:31])[CH3:30])[C:11]1[CH:16]=[CH:15][C:14]([O:17][CH2:18][C:19]2[CH:24]=[CH:23][CH:22]=[CH:21][CH:20]=2)=[C:13]([N+:25]([O-])=O)[CH:12]=1)[C:2]1[CH:7]=[CH:6][CH:5]=[CH:4][CH:3]=1.NC1C=C([C@@H](O)CN(CC2C=CC=CC=2)C2CC3C(=CC(CC)=C(CC)C=3)C2)C=CC=1OCC1C=CC=CC=1. (7) Given the product [C:1]([N:8]1[CH2:9][CH:10]([N:12]([CH:41]([CH3:43])[CH3:42])[C:13]([C:15]2[S:19][C:18]3=[N:20][C@:21]([C:31]4[CH:36]=[CH:35][C:34]([Cl:37])=[CH:33][CH:32]=4)([CH3:30])[C@@H:22]([C:23]4[CH:24]=[CH:25][C:26]([Cl:29])=[CH:27][CH:28]=4)[N:17]3[C:16]=2[CH:38]([CH3:39])[CH3:40])=[O:14])[CH2:11]1)(=[O:3])[CH3:2], predict the reactants needed to synthesize it. The reactants are: [C:1](OC(=O)C)(=[O:3])[CH3:2].[NH:8]1[CH2:11][CH:10]([N:12]([CH:41]([CH3:43])[CH3:42])[C:13]([C:15]2[S:19][C:18]3=[N:20][C@:21]([C:31]4[CH:36]=[CH:35][C:34]([Cl:37])=[CH:33][CH:32]=4)([CH3:30])[C@@H:22]([C:23]4[CH:28]=[CH:27][C:26]([Cl:29])=[CH:25][CH:24]=4)[N:17]3[C:16]=2[CH:38]([CH3:40])[CH3:39])=[O:14])[CH2:9]1.C(N(CC)CC)C.